Dataset: Reaction yield outcomes from USPTO patents with 853,638 reactions. Task: Predict the reaction yield, written as a fraction of the theoretical maximum amount of product (1.0 means a 100% yield; for example, 0.34 means a 34% yield). The reactants are C(OC([N:8]1[CH2:12][CH2:11][CH:10]([C:13]2[CH:17]=[C:16]([CH3:18])[N:15]([CH3:19])[N:14]=2)[CH2:9]1)=O)(C)(C)C.C(O)(C(F)(F)F)=O. The catalyst is C(Cl)Cl. The product is [CH3:19][N:15]1[C:16]([CH3:18])=[CH:17][C:13]([CH:10]2[CH2:11][CH2:12][NH:8][CH2:9]2)=[N:14]1. The yield is 0.910.